Dataset: Forward reaction prediction with 1.9M reactions from USPTO patents (1976-2016). Task: Predict the product of the given reaction. (1) Given the reactants [CH2:1]([O:3][C:4](=[O:13])[C:5]1[CH:10]=[C:9]([Cl:11])[C:8](Cl)=[N:7][CH:6]=1)[CH3:2].[NH:14]1[CH2:18][CH2:17][CH2:16][CH2:15]1.C(=O)([O-])[O-].[K+].[K+].O, predict the reaction product. The product is: [Cl:11][C:9]1[CH:10]=[C:5]([C:4]([O:3][CH2:1][CH3:2])=[O:13])[CH:6]=[N:7][C:8]=1[N:14]1[CH2:18][CH2:17][CH2:16][CH2:15]1. (2) Given the reactants [Br:1][C:2]1[CH:11]=[C:10]2[C:5]([C:6]([N:12]3[CH2:17][CH2:16][CH:15]([CH2:18][N:19]4[CH2:28][C:27]5[C:22](=[CH:23][CH:24]=[CH:25][CH:26]=5)[NH:21][C:20]4=[O:29])[CH2:14][CH2:13]3)=[N:7][CH:8]=[N:9]2)=[CH:4][CH:3]=1.I[C:31]1[CH:32]=[C:33]([CH:36]=[CH:37][CH:38]=1)[C:34]#[N:35], predict the reaction product. The product is: [Br:1][C:2]1[CH:11]=[C:10]2[C:5]([C:6]([N:12]3[CH2:13][CH2:14][CH:15]([CH2:18][N:19]4[CH2:28][C:27]5[C:22](=[CH:23][CH:24]=[CH:25][CH:26]=5)[N:21]([C:31]5[CH:32]=[C:33]([CH:36]=[CH:37][CH:38]=5)[C:34]#[N:35])[C:20]4=[O:29])[CH2:16][CH2:17]3)=[N:7][CH:8]=[N:9]2)=[CH:4][CH:3]=1. (3) Given the reactants Cl[C:2]1[NH:6][C:5]2[CH:7]=[C:8]([C:11]([F:14])([F:13])[F:12])[CH:9]=[CH:10][C:4]=2[N:3]=1.[Cl:15][C:16]1[CH:21]=[CH:20][CH:19]=[C:18]([Cl:22])[C:17]=1[N:23]1[CH2:28][CH2:27][NH:26][CH2:25][CH2:24]1.C(N(CC)C(C)C)(C)C.O, predict the reaction product. The product is: [Cl:22][C:18]1[CH:19]=[CH:20][CH:21]=[C:16]([Cl:15])[C:17]=1[N:23]1[CH2:28][CH2:27][N:26]([C:2]2[NH:6][C:5]3[CH:7]=[C:8]([C:11]([F:14])([F:13])[F:12])[CH:9]=[CH:10][C:4]=3[N:3]=2)[CH2:25][CH2:24]1. (4) The product is: [CH3:26][O:25][C:21]1[CH:20]=[C:19]([C:13]2[N:9]3[N:10]=[CH:11][CH:12]=[C:7]([N:4]4[CH2:3][CH2:2][O:1][CH2:6][CH2:5]4)[C:8]3=[N:15][C:14]=2[CH:16]=[O:17])[CH:24]=[CH:23][CH:22]=1. Given the reactants [O:1]1[CH2:6][CH2:5][N:4]([C:7]2[C:8]3[N:9]([CH:13]=[C:14]([CH:16]=[O:17])[N:15]=3)[N:10]=[CH:11][CH:12]=2)[CH2:3][CH2:2]1.Br[C:19]1[CH:20]=[C:21]([O:25][CH3:26])[CH:22]=[CH:23][CH:24]=1, predict the reaction product. (5) Given the reactants C1([C@H]([N:9]2[C@H:14]([C:15]([O:17][CH2:18][CH3:19])=[O:16])[C@@H:13]3[CH2:20][C@H:10]2[CH:11]=[CH:12]3)C)C=CC=CC=1, predict the reaction product. The product is: [C@@H:10]12[CH2:20][C@@H:13]([CH2:12][CH2:11]1)[C@@H:14]([C:15]([O:17][CH2:18][CH3:19])=[O:16])[NH:9]2. (6) Given the reactants [N+:1]([C:4]1[CH:13]=[CH:12][CH:11]=[C:10]2[C:5]=1[C:6](=O)[NH:7][C:8](=[O:14])[NH:9]2)([O-:3])=[O:2].[C:16]([O-:19])([O-])=O.[K+].[K+].[CH3:22]I, predict the reaction product. The product is: [N+:1]([C:4]1[CH:13]=[CH:12][CH:11]=[C:10]2[C:5]=1[C:16](=[O:19])[N:7]([CH3:6])[C:8](=[O:14])[N:9]2[CH3:22])([O-:3])=[O:2]. (7) Given the reactants [CH3:1][O:2][C:3]1[CH:4]=[C:5]2[C:10](=[CH:11][C:12]=1[O:13][CH3:14])[N:9]=[CH:8][CH:7]=[C:6]2[O:15][C:16]1[CH:21]=[CH:20][C:19]([NH:22][C:23](=O)[CH2:24][O:25][C:26]2[CH:31]=[CH:30][C:29]([CH3:32])=[CH:28][CH:27]=2)=[CH:18][CH:17]=1.Cl.[OH-].[Na+], predict the reaction product. The product is: [CH3:1][O:2][C:3]1[CH:4]=[C:5]2[C:10](=[CH:11][C:12]=1[O:13][CH3:14])[N:9]=[CH:8][CH:7]=[C:6]2[O:15][C:16]1[CH:17]=[CH:18][C:19]([NH:22][CH2:23][CH2:24][O:25][C:26]2[CH:27]=[CH:28][C:29]([CH3:32])=[CH:30][CH:31]=2)=[CH:20][CH:21]=1. (8) Given the reactants [OH:1][C:2]1[CH:9]=[CH:8][C:5]([CH:6]=[O:7])=[CH:4][C:3]=1[O:10][CH3:11].C(=O)([O-])[O-].[Li+].[Li+].[Cl:18][C:19]1[CH:20]=[C:21]([CH:24]=[CH:25][C:26]=1F)[C:22]#[N:23].O, predict the reaction product. The product is: [Cl:18][C:19]1[CH:20]=[C:21]([CH:24]=[CH:25][C:26]=1[O:1][C:2]1[CH:9]=[CH:8][C:5]([CH:6]=[O:7])=[CH:4][C:3]=1[O:10][CH3:11])[C:22]#[N:23]. (9) Given the reactants [F:1][C:2]1[CH:15]=[C:14]([N+:16]([O-:18])=[O:17])[CH:13]=[CH:12][C:3]=1[O:4][C:5]1[CH:10]=[CH:9][N:8]=[C:7]([NH2:11])[CH:6]=1.C(N(CC)CC)C.Cl[C:27](OC1C=CC=CC=1)=[O:28].[CH2:36]([N:38]([CH2:43][CH3:44])[CH2:39][CH2:40][CH2:41][NH2:42])[CH3:37], predict the reaction product. The product is: [CH2:36]([N:38]([CH2:43][CH3:44])[CH2:39][CH2:40][CH2:41][NH:42][C:27]([NH:11][C:7]1[CH:6]=[C:5]([O:4][C:3]2[CH:12]=[CH:13][C:14]([N+:16]([O-:18])=[O:17])=[CH:15][C:2]=2[F:1])[CH:10]=[CH:9][N:8]=1)=[O:28])[CH3:37]. (10) Given the reactants CC(C[AlH]CC(C)C)C.C1(C)C=CC=CC=1.C([O:19][C:20](=O)[CH:21]=[C:22]([C:24]1[CH:29]=[CH:28][C:27]([C:30]2[CH:35]=[CH:34][CH:33]=[CH:32][CH:31]=2)=[CH:26][CH:25]=1)[CH3:23])C.[C@H](O)(C([O-])=O)[C@@H](O)C([O-])=O.[Na+].[K+], predict the reaction product. The product is: [C:27]1([C:30]2[CH:31]=[CH:32][CH:33]=[CH:34][CH:35]=2)[CH:26]=[CH:25][C:24](/[C:22](/[CH3:23])=[CH:21]/[CH2:20][OH:19])=[CH:29][CH:28]=1.